This data is from Forward reaction prediction with 1.9M reactions from USPTO patents (1976-2016). The task is: Predict the product of the given reaction. Given the reactants [F-].C([N+](CCCC)(CCCC)CCCC)CCC.[F:19][C:20]([F:65])([F:64])[C:21]([C:24]1[CH:29]=[CH:28][C:27]([C:30]2[N:34]=[C:33]([C:35]3[CH:36]=[CH:37][C:38](=[O:63])[N:39]([CH2:41][C:42]4[CH:47]=[CH:46][CH:45]=[C:44]([C:48]5([CH2:51][O:52][Si](C(C)C)(C(C)C)C(C)C)[CH2:50][CH2:49]5)[CH:43]=4)[CH:40]=3)[O:32][N:31]=2)=[CH:26][CH:25]=1)([CH3:23])[CH3:22].C(OCC)(=O)C, predict the reaction product. The product is: [OH:52][CH2:51][C:48]1([C:44]2[CH:43]=[C:42]([CH:47]=[CH:46][CH:45]=2)[CH2:41][N:39]2[CH:40]=[C:35]([C:33]3[O:32][N:31]=[C:30]([C:27]4[CH:28]=[CH:29][C:24]([C:21]([CH3:23])([CH3:22])[C:20]([F:64])([F:19])[F:65])=[CH:25][CH:26]=4)[N:34]=3)[CH:36]=[CH:37][C:38]2=[O:63])[CH2:50][CH2:49]1.